From a dataset of HIV replication inhibition screening data with 41,000+ compounds from the AIDS Antiviral Screen. Binary Classification. Given a drug SMILES string, predict its activity (active/inactive) in a high-throughput screening assay against a specified biological target. (1) The result is 0 (inactive). The compound is O=c1c2ccccc2n2n1CC(O)C2. (2) The molecule is CCCCCCCCC=CCCCCCCCC(=O)NCCN(CCN)C(=O)CCCCCCCC=CCCCCCCCC. The result is 0 (inactive). (3) The compound is COc1cc2c(c3oc4c(c(=O)c13)CCCC4)CCC(C)(C)O2. The result is 0 (inactive). (4) The molecule is COc1nc(=O)cc(N)n1C1OC(CO)C(O)C1O. The result is 0 (inactive).